Task: Predict the reaction yield, written as a fraction of the theoretical maximum amount of product (1.0 means a 100% yield; for example, 0.34 means a 34% yield).. Dataset: Reaction yield outcomes from USPTO patents with 853,638 reactions (1) The reactants are C([Li])CCC.[CH3:6][O:7][C:8]1[CH:9]=[C:10]([NH:14][C:15](=[O:20])[C:16]([CH3:19])([CH3:18])[CH3:17])[CH:11]=[CH:12][CH:13]=1.[O:21]1[CH2:23][CH2:22]1. The catalyst is CCCCCC.O1CCCC1. The product is [OH:21][CH2:22][CH2:23][C:9]1[C:8]([O:7][CH3:6])=[CH:13][CH:12]=[CH:11][C:10]=1[NH:14][C:15](=[O:20])[C:16]([CH3:17])([CH3:19])[CH3:18]. The yield is 0.530. (2) The reactants are [C:1]([N:4]1[CH2:9][CH2:8][CH:7]([C:10]2[CH:15]=[CH:14][C:13]([C:16]3[CH:17]=[C:18]4[C:22](=[CH:23][C:24]=3[Cl:25])[NH:21][CH:20]=[C:19]4[C:26]([O:28]C)=[O:27])=[CH:12][CH:11]=2)[CH2:6][CH2:5]1)(=[O:3])[CH3:2].[OH-].[Na+]. The catalyst is CO. The product is [C:1]([N:4]1[CH2:5][CH2:6][CH:7]([C:10]2[CH:15]=[CH:14][C:13]([C:16]3[CH:17]=[C:18]4[C:22](=[CH:23][C:24]=3[Cl:25])[NH:21][CH:20]=[C:19]4[C:26]([OH:28])=[O:27])=[CH:12][CH:11]=2)[CH2:8][CH2:9]1)(=[O:3])[CH3:2]. The yield is 0.300. (3) The product is [C:15]([O:14][C:12]([N:4]1[CH2:5][CH2:6][C@H:2]([OH:1])[C@H:3]1[C:7]([OH:9])=[O:8])=[O:13])([CH3:18])([CH3:17])[CH3:16]. The yield is 0.973. The reactants are [OH:1][C@H:2]1[CH2:6][CH2:5][NH:4][C@@H:3]1[C:7]([OH:9])=[O:8].[OH-].[Na+].[C:12](O[C:12]([O:14][C:15]([CH3:18])([CH3:17])[CH3:16])=[O:13])([O:14][C:15]([CH3:18])([CH3:17])[CH3:16])=[O:13].Cl. The catalyst is O1CCOCC1.O. (4) The reactants are [Cl:1][C:2]1[S:6][C:5]([C:7]2([OH:18])[CH2:12][CH2:11][N:10](C(OCC)=O)[CH2:9][CH2:8]2)=[CH:4][CH:3]=1.[OH-].[K+]. The catalyst is C(O)(C)C. The product is [Cl:1][C:2]1[S:6][C:5]([C:7]2([OH:18])[CH2:8][CH2:9][NH:10][CH2:11][CH2:12]2)=[CH:4][CH:3]=1. The yield is 0.666. (5) The reactants are [CH3:1][S:2][C:3]1[CH:8]=[CH:7][C:6]([CH2:9][OH:10])=[CH:5][CH:4]=1.[H-].[Na+].[C:13]([O:16][CH2:17]Br)(=[O:15])[CH3:14]. The catalyst is C1COCC1. The product is [CH3:1][S:2][C:3]1[CH:8]=[CH:7][C:6]([CH2:9][O:10][CH2:14][C:13]([O:16][CH3:17])=[O:15])=[CH:5][CH:4]=1. The yield is 0.330. (6) The reactants are CS(C)=O.C(Cl)(=O)C(Cl)=O.[C:11]([C:15]1[CH:20]=[CH:19][C:18]([C:21]2[S:22][CH:23]=[C:24]([CH2:30][OH:31])[C:25]=2[O:26][CH2:27][O:28][CH3:29])=[CH:17][CH:16]=1)([CH3:14])([CH3:13])[CH3:12].C(N(CC)CC)C.[Cl-].[NH4+]. The catalyst is ClCCl. The product is [C:11]([C:15]1[CH:20]=[CH:19][C:18]([C:21]2[S:22][CH:23]=[C:24]([CH:30]=[O:31])[C:25]=2[O:26][CH2:27][O:28][CH3:29])=[CH:17][CH:16]=1)([CH3:14])([CH3:12])[CH3:13]. The yield is 0.680. (7) The reactants are [F:1][C:2]1[CH:8]=[CH:7][C:6]([I:9])=[CH:5][C:3]=1[NH2:4].[N:10]([O-])=O.[Na+].[CH3:14][O:15][CH2:16][C:17](=[O:23])[CH2:18][C:19]([O:21][CH3:22])=[O:20].CC([O-])=O.[Na+]. The catalyst is Cl.O.CCO. The product is [F:1][C:2]1[CH:8]=[CH:7][C:6]([I:9])=[CH:5][C:3]=1[NH:4][N:10]=[C:18]([C:17](=[O:23])[CH2:16][O:15][CH3:14])[C:19]([O:21][CH3:22])=[O:20]. The yield is 0.870. (8) The reactants are Cl[C:2]1[N:3]=[C:4]2[CH:12]=[CH:11][N:10]=[CH:9][C:5]2=[N:6][C:7]=1[Cl:8].CCN(C(C)C)C(C)C.[C:22]([NH2:26])([CH3:25])([CH3:24])[CH3:23].[NH4+].[Cl-]. The catalyst is C(Cl)Cl. The product is [C:22]([NH:26][C:2]1[N:3]=[C:4]2[CH:12]=[CH:11][N:10]=[CH:9][C:5]2=[N:6][C:7]=1[Cl:8])([CH3:25])([CH3:24])[CH3:23]. The yield is 0.880. (9) The reactants are [CH3:1][CH:2]([CH3:46])[C@H:3]([NH:41][C:42](=[O:45])[O:43][CH3:44])[C:4](=[O:40])[N:5]1[C@H:10]([C:11]2[NH:12][C:13]([C:16]3[CH:29]=[CH:28][C:27]4[C:26]5[C:21](=[CH:22][C:23](B6OC(C)(C)C(C)(C)O6)=[CH:24][CH:25]=5)[CH2:20][CH2:19][C:18]=4[CH:17]=3)=[CH:14][N:15]=2)[C@@H:9]2[CH2:39][C@H:6]1[CH2:7][CH2:8]2.Br[C:48]1[N:49]=[C:50]([C@@H:53]2[CH2:57][CH2:56][CH2:55][N:54]2[C:58]([O:60][C:61]([CH3:64])([CH3:63])[CH3:62])=[O:59])[NH:51][CH:52]=1.C(=O)([O-])[O-].[K+].[K+]. The catalyst is COCCOC.CN(C)C=O.[Pd].C1(P(C2C=CC=CC=2)C2C=CC=CC=2)C=CC=CC=1.C1(P(C2C=CC=CC=2)C2C=CC=CC=2)C=CC=CC=1.C1(P(C2C=CC=CC=2)C2C=CC=CC=2)C=CC=CC=1.C1(P(C2C=CC=CC=2)C2C=CC=CC=2)C=CC=CC=1.C1C=CC(P(C2C=CC=CC=2)[C-]2C=CC=C2)=CC=1.C1C=CC(P(C2C=CC=CC=2)[C-]2C=CC=C2)=CC=1.Cl[Pd]Cl.[Fe+2]. The product is [CH3:44][O:43][C:42]([NH:41][C@@H:3]([CH:2]([CH3:46])[CH3:1])[C:4]([N:5]1[C@H:10]([C:11]2[NH:12][C:13]([C:16]3[CH:17]=[C:18]4[C:27]([C:26]5[CH:25]=[CH:24][C:23]([C:48]6[NH:49][C:50]([CH:53]7[CH2:57][CH2:56][CH2:55][N:54]7[C:58]([O:60][C:61]([CH3:64])([CH3:63])[CH3:62])=[O:59])=[N:51][CH:52]=6)=[CH:22][C:21]=5[CH2:20][CH2:19]4)=[CH:28][CH:29]=3)=[CH:14][N:15]=2)[C@@H:9]2[CH2:39][C@H:6]1[CH2:7][CH2:8]2)=[O:40])=[O:45]. The yield is 0.560. (10) The reactants are FC(F)(F)S(O[C:7]1[C:16]2[C:11](=[CH:12][CH:13]=[C:14]([O:17][CH3:18])[N:15]=2)[N:10]=[CH:9][CH:8]=1)(=O)=O.CC1(C)C(C)(C)OB([C:29]2[CH:30]=[C:31]([S:35]([NH2:38])(=[O:37])=[O:36])[CH:32]=[CH:33][CH:34]=2)O1. The product is [CH3:18][O:17][C:14]1[N:15]=[C:16]2[C:11](=[CH:12][CH:13]=1)[N:10]=[CH:9][CH:8]=[C:7]2[C:29]1[CH:30]=[C:31]([S:35]([NH2:38])(=[O:37])=[O:36])[CH:32]=[CH:33][CH:34]=1. The catalyst is C(=O)(O)[O-].[Na+].O1CCOCC1.O.C(OCC)(=O)C. The yield is 0.550.